From a dataset of Full USPTO retrosynthesis dataset with 1.9M reactions from patents (1976-2016). Predict the reactants needed to synthesize the given product. (1) Given the product [CH2:1]([O:3][C:4]([C:5]1[CH:6]=[C:7]2[CH:12]=[C:11]([C:13]3[O:14][CH:15]=[CH:16][CH:17]=3)[CH:10]=[C:9]([C:18]([Cl:21])([F:20])[F:19])[N:8]2[N:22]=1)=[O:25])[CH3:2], predict the reactants needed to synthesize it. The reactants are: [CH2:1]([O:3][C:4](=[O:25])/[C:5](/[N:22]=[N+]=[N-])=[CH:6]/[C:7]1[CH:12]=[C:11]([C:13]2[O:14][CH:15]=[CH:16][CH:17]=2)[CH:10]=[C:9]([C:18]([Cl:21])([F:20])[F:19])[N:8]=1)[CH3:2]. (2) Given the product [CH3:8][O:7][C:5](=[O:6])[C:4]1[CH:9]=[C:10]([F:12])[CH:11]=[C:2]([F:1])[C:3]=1[C:13](=[O:29])[CH:14]([C:23]1[N:27]([CH3:28])[N:26]=[CH:25][N:24]=1)[CH:15]([C:16]1[CH:17]=[CH:18][C:19]([F:22])=[CH:20][CH:21]=1)[CH2:52][O:53][N:45]1[C:46](=[O:48])[CH2:47][CH2:42][C:43]1=[O:44], predict the reactants needed to synthesize it. The reactants are: [F:1][C:2]1[C:3]([C:13](=[O:29])/[C:14](/[C:23]2[N:27]([CH3:28])[N:26]=[CH:25][N:24]=2)=[CH:15]/[C:16]2[CH:21]=[CH:20][C:19]([F:22])=[CH:18][CH:17]=2)=[C:4]([CH:9]=[C:10]([F:12])[CH:11]=1)[C:5]([O:7][CH3:8])=[O:6].C1CCN2C(=NCCC2)CC1.O[CH:42]1[CH2:47][C:46](=[O:48])[NH:45][C:43]1=[O:44].O.C1C[O:53][CH2:52]C1. (3) Given the product [CH3:1][S:2]([C:5]1[CH:10]=[CH:9][C:8]([O:11][CH2:16][CH2:15][OH:14])=[CH:7][CH:6]=1)(=[O:3])=[O:4], predict the reactants needed to synthesize it. The reactants are: [CH3:1][S:2]([C:5]1[CH:10]=[CH:9][C:8]([OH:11])=[CH:7][CH:6]=1)(=[O:4])=[O:3].[OH-].[Na+].[O:14]1C=CC=[CH:16][CH:15]1OCCBr.Cl. (4) Given the product [O:20]=[C:16]1[CH2:17][CH2:18][CH2:19][C:14]([NH:1][C:2]2[CH:9]=[CH:8][C:5]([C:6]#[N:7])=[C:4]([C:10]([F:11])([F:12])[F:13])[CH:3]=2)=[CH:15]1, predict the reactants needed to synthesize it. The reactants are: [NH2:1][C:2]1[CH:9]=[CH:8][C:5]([C:6]#[N:7])=[C:4]([C:10]([F:13])([F:12])[F:11])[CH:3]=1.[C:14]1(=O)[CH2:19][CH2:18][CH2:17][C:16](=[O:20])[CH2:15]1.N1C=CC=CC=1.C1(C)C=CC(S(O)(=O)=O)=CC=1. (5) Given the product [CH3:13][O:12][C:8]1[CH:7]=[C:6]2[C:11](=[CH:10][CH:9]=1)[C:2]([NH:27][C:24]1[CH:25]=[CH:26][N:21]=[CH:22][CH:23]=1)=[N:3][C:4]([NH:14][C:15]1[CH:19]=[C:18]([CH3:20])[NH:17][N:16]=1)=[CH:5]2, predict the reactants needed to synthesize it. The reactants are: Cl[C:2]1[C:11]2[C:6](=[CH:7][C:8]([O:12][CH3:13])=[CH:9][CH:10]=2)[CH:5]=[C:4]([NH:14][C:15]2[CH:19]=[C:18]([CH3:20])[NH:17][N:16]=2)[N:3]=1.[N:21]1[CH:26]=[CH:25][C:24]([NH2:27])=[CH:23][CH:22]=1. (6) Given the product [CH2:13]([S:15][C:16]1[C:17]([C:22]([NH:8][C:7]2[CH:9]=[CH:10][C:4]([O:3][C:2]([F:11])([F:12])[F:1])=[CH:5][CH:6]=2)=[O:23])=[N:18][CH:19]=[CH:20][CH:21]=1)[CH3:14], predict the reactants needed to synthesize it. The reactants are: [F:1][C:2]([F:12])([F:11])[O:3][C:4]1[CH:10]=[CH:9][C:7]([NH2:8])=[CH:6][CH:5]=1.[CH2:13]([S:15][C:16]1[C:17]([C:22](O)=[O:23])=[N:18][CH:19]=[CH:20][CH:21]=1)[CH3:14].CCN=C=NCCCN(C)C.Cl.C(=O)(O)[O-].[Na+]. (7) Given the product [Cl-:37].[CH:1]1[C:9]2[C:8]3[CH:10]=[CH:11][CH:12]=[CH:13][C:7]=3[O:6][C:5]=2[C:4]([C:14]2[CH:19]=[CH:18][C:17]3[N:20]([C:21]4[CH:22]=[C:23]([CH3:28])[CH:24]=[C:25]([CH3:27])[CH:26]=4)[CH:38]=[N+:29]([C:30]4[CH:35]=[CH:34][CH:33]=[CH:32][CH:31]=4)[C:16]=3[CH:15]=2)=[CH:3][CH:2]=1, predict the reactants needed to synthesize it. The reactants are: [CH:1]1[C:9]2[C:8]3[CH:10]=[CH:11][CH:12]=[CH:13][C:7]=3[O:6][C:5]=2[C:4]([C:14]2[CH:15]=[C:16]([NH:29][C:30]3[CH:35]=[CH:34][CH:33]=[CH:32][CH:31]=3)[C:17]([NH:20][C:21]3[CH:26]=[C:25]([CH3:27])[CH:24]=[C:23]([CH3:28])[CH:22]=3)=[CH:18][CH:19]=2)=[CH:3][CH:2]=1.[Cl-].[Cl:37][CH:38]=[N+](C)C.